From a dataset of Forward reaction prediction with 1.9M reactions from USPTO patents (1976-2016). Predict the product of the given reaction. (1) Given the reactants [C:1]([C:3]1[CH:8]=[CH:7][C:6]([C@@H:9]([NH:14][CH2:15][C:16]2[CH:21]=[N:20][C:19]([CH3:22])=[C:18]3[O:23]C(C)(C)[O:25][CH2:26][C:17]=23)[CH2:10][C:11]([OH:13])=[O:12])=[CH:5][CH:4]=1)#[N:2].C(O)=O, predict the reaction product. The product is: [C:1]([C:3]1[CH:4]=[CH:5][C:6]([C@@H:9]([NH:14][CH2:15][C:16]2[CH:21]=[N:20][C:19]([CH3:22])=[C:18]([OH:23])[C:17]=2[CH2:26][OH:25])[CH2:10][C:11]([OH:13])=[O:12])=[CH:7][CH:8]=1)#[N:2]. (2) Given the reactants C(OC(=O)[NH:7][C:8]1[C:17]2[C:12](=[CH:13][CH:14]=[CH:15][CH:16]=2)[C:11]([O:18][C:19]2[CH:24]=[CH:23][N:22]=[C:21]([NH:25][C:26]3[CH:31]=[C:30]([C:32](=[O:43])[NH:33][CH2:34][CH2:35][CH2:36][N:37]4[CH2:42][CH2:41][O:40][CH2:39][CH2:38]4)[CH:29]=[C:28]([O:44][CH3:45])[CH:27]=3)[CH:20]=2)=[CH:10][CH:9]=1)(C)(C)C.C(O)(C(F)(F)F)=O, predict the reaction product. The product is: [NH2:7][C:8]1[C:17]2[C:12](=[CH:13][CH:14]=[CH:15][CH:16]=2)[C:11]([O:18][C:19]2[CH:24]=[CH:23][N:22]=[C:21]([NH:25][C:26]3[CH:31]=[C:30]([CH:29]=[C:28]([O:44][CH3:45])[CH:27]=3)[C:32]([NH:33][CH2:34][CH2:35][CH2:36][N:37]3[CH2:42][CH2:41][O:40][CH2:39][CH2:38]3)=[O:43])[CH:20]=2)=[CH:10][CH:9]=1. (3) The product is: [C:12]([N:1]1[CH2:5][CH2:4][CH2:3][CH2:2]1)(=[O:22])/[CH:13]=[CH:14]/[CH2:15][CH2:16][CH2:17][CH2:18][CH2:19][CH2:20][CH3:21]. Given the reactants [NH:1]1[CH2:5][CH2:4][CH2:3][CH2:2]1.N1C=CC=CC=1.[C:12](Cl)(=[O:22])/[CH:13]=[CH:14]/[CH2:15][CH2:16][CH2:17][CH2:18][CH2:19][CH2:20][CH3:21].C(O)(=O)/C=C/CCCCCCC.S(Cl)(Cl)=O, predict the reaction product.